Predict the product of the given reaction. From a dataset of Forward reaction prediction with 1.9M reactions from USPTO patents (1976-2016). (1) The product is: [F:20][C:17]1[CH:18]=[C:19]2[C:11]([C:9]3[N:8]=[C:7]4[C:3]([N:4]([CH2:30][C:31]([F:33])([F:34])[F:32])[C:5](=[O:29])[NH:6]4)=[C:2]([I:50])[N:10]=3)=[N:12][N:13]([CH2:21][C:22]3[CH:27]=[CH:26][CH:25]=[CH:24][C:23]=3[F:28])[C:14]2=[N:15][CH:16]=1. Given the reactants N[C:2]1[N:10]=[C:9]([C:11]2[C:19]3[C:14](=[N:15][CH:16]=[C:17]([F:20])[CH:18]=3)[N:13]([CH2:21][C:22]3[CH:27]=[CH:26][CH:25]=[CH:24][C:23]=3[F:28])[N:12]=2)[N:8]=[C:7]2[C:3]=1[N:4]([CH2:30][C:31]([F:34])([F:33])[F:32])[C:5](=[O:29])[NH:6]2.N(OCCC(C)C)=O.C(#N)C.O.C(O)=O.[I:50]CI, predict the reaction product. (2) Given the reactants [Br:1][C:2]1[CH:3]=[C:4]([CH:8]([OH:21])[CH2:9][NH:10][CH2:11][C:12]([NH:14][C:15]2[CH:20]=[CH:19][CH:18]=[CH:17][CH:16]=2)=[O:13])[CH:5]=[CH:6][CH:7]=1.C(N(CC)C(C)C)(C)C.[C:31]1([S:37](Cl)(=[O:39])=[O:38])[CH:36]=[CH:35][CH:34]=[CH:33][CH:32]=1.OS([O-])(=O)=O.[K+], predict the reaction product. The product is: [C:31]1([S:37]([N:10]([CH2:9][CH:8]([C:4]2[CH:5]=[CH:6][CH:7]=[C:2]([Br:1])[CH:3]=2)[OH:21])[CH2:11][C:12]([NH:14][C:15]2[CH:16]=[CH:17][CH:18]=[CH:19][CH:20]=2)=[O:13])(=[O:39])=[O:38])[CH:36]=[CH:35][CH:34]=[CH:33][CH:32]=1. (3) The product is: [CH2:1]([NH:8][C:9]([C:11]1[C:20](=[O:21])[N:19]([OH:22])[C:18]2[N:17]=[CH:16][C:15]([C:30]([O:32][CH3:33])=[O:31])=[CH:14][C:13]=2[C:12]=1[OH:34])=[O:10])[C:2]1[CH:3]=[CH:4][CH:5]=[CH:6][CH:7]=1. Given the reactants [CH2:1]([NH:8][C:9]([C:11]1[C:20](=[O:21])[N:19]([O:22]CC2C=CC=CC=2)[C:18]2[N:17]=[CH:16][C:15]([C:30]([O:32][CH3:33])=[O:31])=[CH:14][C:13]=2[C:12]=1[OH:34])=[O:10])[C:2]1[CH:7]=[CH:6][CH:5]=[CH:4][CH:3]=1.N#N, predict the reaction product. (4) Given the reactants [H-].[Na+].F[C:4]1[CH:5]=[CH:6][C:7]([N+:31]([O-:33])=[O:32])=[C:8]([CH:30]=1)[C:9]([NH:11][C:12]1[CH:17]=[CH:16][C:15]([CH2:18][CH2:19][C:20]2[CH:29]=[CH:28][C:23]([C:24]([O:26][CH3:27])=[O:25])=[CH:22][CH:21]=2)=[CH:14][CH:13]=1)=[O:10].[CH3:34][OH:35], predict the reaction product. The product is: [CH3:34][O:35][C:4]1[CH:5]=[CH:6][C:7]([N+:31]([O-:33])=[O:32])=[C:8]([CH:30]=1)[C:9]([NH:11][C:12]1[CH:17]=[CH:16][C:15]([CH2:18][CH2:19][C:20]2[CH:29]=[CH:28][C:23]([C:24]([O:26][CH3:27])=[O:25])=[CH:22][CH:21]=2)=[CH:14][CH:13]=1)=[O:10].